Task: Binary Classification. Given a drug SMILES string, predict its activity (active/inactive) in a high-throughput screening assay against a specified biological target.. Dataset: Choline transporter screen with 302,306 compounds (1) The drug is O=C(N(CC)CC)c1c(NC(=O)c2ccccc2)cccc1. The result is 0 (inactive). (2) The drug is O=C(NC(C)(C)C)Cn1nc(nn1)c1ccc(OCc2ccc(cc2)C(OC)=O)cc1. The result is 0 (inactive). (3) The drug is S(CCC(C)C)c1n(\c([nH]n1)=C1\c2c(N=C1)cccc2)CC. The result is 1 (active). (4) The result is 0 (inactive). The molecule is O=C(N1CC2C(CCCC2)CC1)c1noc(c1)COc1c(ccc(c1)C)C. (5) The molecule is O(CC(=O)Nc1c(cccc1C)C)c1cc(ccc1)/C=N\NC(=O)C(=O)NCc1ccccc1. The result is 0 (inactive). (6) The molecule is O=C(NCCN1CCCCCC1)Cn1nc(c2c(nn(c2C)c2ccccc2)c1=O)C. The result is 0 (inactive). (7) The drug is O=C(Nc1cc(c2[nH]c3c(n2)cccc3)ccc1)C. The result is 0 (inactive). (8) The compound is s1c(N2CCOCC2)nc2c1cc(cc2)C(=O)Nc1c(CC)cccc1C. The result is 0 (inactive).